From a dataset of Forward reaction prediction with 1.9M reactions from USPTO patents (1976-2016). Predict the product of the given reaction. (1) Given the reactants NC1C2C(Cl)=CN(C(OCC3C=CC=CC=3)=O)C=2C=CN=1.C(N(CC)CC)C.C1(C(Cl)=O)CC1.[CH:35]1([C:38]([N:40](C(C2CC2)=O)[C:41]2[C:46]3[C:47]([Cl:60])=[CH:48][N:49](C(OCC4C=CC=CC=4)=O)[C:45]=3[CH:44]=[CH:43][N:42]=2)=[O:39])[CH2:37][CH2:36]1.C1(C(NC2C3C(Cl)=CN(C(OCC4C=CC=CC=4)=O)C=3C=CN=2)=O)CC1.C(=O)([O-])[O-].[K+].[K+], predict the reaction product. The product is: [Cl:60][C:47]1[C:46]2[C:41]([NH:40][C:38]([CH:35]3[CH2:36][CH2:37]3)=[O:39])=[N:42][CH:43]=[CH:44][C:45]=2[NH:49][CH:48]=1. (2) The product is: [Cl:35][C:36]1[CH:37]=[C:38]([S:1][C:2]2[NH:3][C:4]3[C:9]([N:10]=2)=[C:8]([NH2:11])[N:7]=[CH:6][N:5]=3)[CH:39]=[C:40]([Cl:42])[CH:41]=1. Given the reactants [SH:1][C:2]1[NH:10][C:9]2[C:4](=[N:5][CH:6]=[N:7][C:8]=2[NH2:11])[N:3]=1.CC1C=CC2C=CC3C=CC(C)=NC=3C=2N=1.O.O(C(C)(C)C)[Na].[Cl:35][C:36]1[CH:37]=[C:38](I)[CH:39]=[C:40]([Cl:42])[CH:41]=1, predict the reaction product.